From a dataset of Forward reaction prediction with 1.9M reactions from USPTO patents (1976-2016). Predict the product of the given reaction. (1) Given the reactants [C:1]1([CH2:7][CH2:8][OH:9])[CH:6]=[CH:5][CH:4]=[CH:3][CH:2]=1.C(N(CC)CC)C.[C:17](Cl)(=[O:20])[CH:18]=[CH2:19].CO, predict the reaction product. The product is: [C:17]([O:9][CH2:8][CH2:7][C:1]1[CH:6]=[CH:5][CH:4]=[CH:3][CH:2]=1)(=[O:20])[CH:18]=[CH2:19]. (2) Given the reactants [CH3:1][N:2]1[CH:6]=[CH:5][C:4]([CH2:7]O)=[N:3]1.S(Cl)(Cl)=O.[I:13][C:14]1[C:22]2[C:17](=[CH:18][CH:19]=[CH:20][C:21]=2[N+:23]([O-:25])=[O:24])[NH:16][N:15]=1.C([O-])([O-])=O.[K+].[K+], predict the reaction product. The product is: [I:13][C:14]1[C:22]2[C:17](=[CH:18][CH:19]=[CH:20][C:21]=2[N+:23]([O-:25])=[O:24])[N:16]([CH2:7][C:4]2[CH:5]=[CH:6][N:2]([CH3:1])[N:3]=2)[N:15]=1. (3) Given the reactants [NH:1]1[CH:5]=[CH:4][N:3]=[N:2]1.[H-].[Na+].[S:8]1[C:12]2[CH:13]=[CH:14][CH:15]=[CH:16][C:11]=2[N:10]=[C:9]1[CH:17]([O:32][CH:33]1[CH2:38][CH2:37][N:36]([CH3:39])[CH2:35][CH2:34]1)[C:18]1[CH:19]=[C:20]([S:24][CH2:25][CH2:26]OS(C)(=O)=O)[CH:21]=[CH:22][CH:23]=1.O, predict the reaction product. The product is: [CH3:39][N:36]1[CH2:37][CH2:38][CH:33]([O:32][CH:17]([C:18]2[CH:23]=[CH:22][CH:21]=[C:20]([S:24][CH2:25][CH2:26][N:2]3[N:3]=[CH:4][CH:5]=[N:1]3)[CH:19]=2)[C:9]2[S:8][C:12]3[CH:13]=[CH:14][CH:15]=[CH:16][C:11]=3[N:10]=2)[CH2:34][CH2:35]1. (4) Given the reactants [Cl:1][C:2]1[C:3](I)=[N:4][CH:5]=[C:6]([N+:8]([O-:10])=[O:9])[CH:7]=1.[Cu][C:13]#[N:14].C(OCC)(=O)C, predict the reaction product. The product is: [Cl:1][C:2]1[C:3]([C:13]#[N:14])=[N:4][CH:5]=[C:6]([N+:8]([O-:10])=[O:9])[CH:7]=1. (5) Given the reactants [F:1][C:2]([F:13])([F:12])[O:3][C:4]1[CH:11]=[CH:10][C:7]([CH2:8]Br)=[CH:6][CH:5]=1.[OH:14][C:15]1[CH:23]=[CH:22][C:18]([CH2:19][C:20]#[N:21])=[CH:17][CH:16]=1.C(=O)([O-])[O-].[K+].[K+], predict the reaction product. The product is: [F:1][C:2]([F:13])([F:12])[O:3][C:4]1[CH:11]=[CH:10][C:7]([CH2:8][O:14][C:15]2[CH:23]=[CH:22][C:18]([CH2:19][C:20]#[N:21])=[CH:17][CH:16]=2)=[CH:6][CH:5]=1. (6) Given the reactants N(C(OC(C)C)=O)=NC(OC(C)C)=O.[Cl:15][C:16]1[CH:21]=[CH:20][C:19]([C@@H:22]2[O:28][CH2:27][CH2:26][N:25]([C:29]([O:31][C:32]([CH3:35])([CH3:34])[CH3:33])=[O:30])[CH2:24][C@H:23]2[OH:36])=[CH:18][C:17]=1[F:37].C1(P(C2C=CC=CC=2)C2C=CC=CC=2)C=CC=CC=1.O=[C:58]1[C:63]([C:64]#[N:65])=[CH:62][CH:61]=[CH:60][NH:59]1, predict the reaction product. The product is: [Cl:15][C:16]1[CH:21]=[CH:20][C:19]([C@@H:22]2[O:28][CH2:27][CH2:26][N:25]([C:29]([O:31][C:32]([CH3:34])([CH3:33])[CH3:35])=[O:30])[CH2:24][C@@H:23]2[O:36][C:58]2[C:63]([C:64]#[N:65])=[CH:62][CH:61]=[CH:60][N:59]=2)=[CH:18][C:17]=1[F:37].